Dataset: Forward reaction prediction with 1.9M reactions from USPTO patents (1976-2016). Task: Predict the product of the given reaction. (1) Given the reactants [NH:1]1[C:9]2[C:4](=[CH:5][C:6]([O:10][C:11]3[C:20]4[C:15](=[CH:16][C:17]([O:23][CH2:24][C@@H:25]5[CH2:27][O:26]5)=[C:18]([O:21][CH3:22])[CH:19]=4)[N:14]=[CH:13][N:12]=3)=[CH:7][CH:8]=2)[CH:3]=[CH:2]1.[CH3:28][NH:29][CH3:30], predict the reaction product. The product is: [OH:26][C@@H:25]([CH2:27][N:29]([CH3:30])[CH3:28])[CH2:24][O:23][C:17]1[CH:16]=[C:15]2[C:20]([C:11]([O:10][C:6]3[CH:5]=[C:4]4[C:9](=[CH:8][CH:7]=3)[NH:1][CH:2]=[CH:3]4)=[N:12][CH:13]=[N:14]2)=[CH:19][C:18]=1[O:21][CH3:22]. (2) The product is: [NH2:6][C:5]1[CH:7]=[C:8]([C:9]([F:12])([F:11])[F:10])[C:2]([C:22]2[CH:23]=[CH:24][C:25]([CH2:26][CH2:27][NH:28][S:29]([CH3:32])(=[O:30])=[O:31])=[CH:33][CH:34]=2)=[C:3]([Cl:13])[CH:4]=1. Given the reactants Br[C:2]1[C:8]([C:9]([F:12])([F:11])[F:10])=[CH:7][C:5]([NH2:6])=[CH:4][C:3]=1[Cl:13].CC1(C)C(C)(C)OB([C:22]2[CH:34]=[CH:33][C:25]([CH2:26][CH2:27][NH:28][S:29]([CH3:32])(=[O:31])=[O:30])=[CH:24][CH:23]=2)O1.C(=O)([O-])[O-].[Na+].[Na+].O, predict the reaction product. (3) Given the reactants [H-].[Na+].[CH3:3][N:4]1[CH:8]=[C:7]([NH:9][C:10](=O)[CH3:11])[C:6]([CH3:13])=[N:5]1.ClC1C=[C:19]([I:21])[C:18]([C:22]([F:25])([F:24])[F:23])=[CH:17][N:16]=1.O.[OH-].[Li+], predict the reaction product. The product is: [CH3:3][N:4]1[CH:8]=[C:7]([NH:9][C:10]2[CH:11]=[C:19]([I:21])[C:18]([C:22]([F:25])([F:24])[F:23])=[CH:17][N:16]=2)[C:6]([CH3:13])=[N:5]1.